From a dataset of Full USPTO retrosynthesis dataset with 1.9M reactions from patents (1976-2016). Predict the reactants needed to synthesize the given product. Given the product [NH:30]([C:42]([O:44][CH2:45][CH:46]1[C:58]2[C:53](=[CH:54][CH:55]=[CH:56][CH:57]=2)[C:52]2[C:47]1=[CH:48][CH:49]=[CH:50][CH:51]=2)=[O:43])[C@H:31]([C:39]([NH:19][OH:20])=[O:40])[CH2:32][C:33]1[CH:38]=[CH:37][CH:36]=[CH:35][CH:34]=1, predict the reactants needed to synthesize it. The reactants are: Cl.C([NH:19][OH:20])(OCC1C2C(=CC=CC=2)C2C1=CC=CC=2)=O.CCN(C(C)C)C(C)C.[NH:30]([C:42]([O:44][CH2:45][CH:46]1[C:58]2[C:53](=[CH:54][CH:55]=[CH:56][CH:57]=2)[C:52]2[C:47]1=[CH:48][CH:49]=[CH:50][CH:51]=2)=[O:43])[C@H:31]([C:39](O)=[O:40])[CH2:32][C:33]1[CH:38]=[CH:37][CH:36]=[CH:35][CH:34]=1.CC(C)N=C=NC(C)C.C1C=CC2N(O)N=NC=2C=1.